Dataset: Forward reaction prediction with 1.9M reactions from USPTO patents (1976-2016). Task: Predict the product of the given reaction. (1) Given the reactants C([O:3][C:4](=[O:43])[CH:5]([C:10]1[CH:11]=[C:12]([C:33]2[CH:38]=[CH:37][C:36]([C:39]([F:42])([F:41])[F:40])=[CH:35][CH:34]=2)[CH:13]=[C:14]([CH:16]2[CH2:21][CH2:20][CH2:19][N:18]([CH2:22][C:23]3[CH:32]=[CH:31][C:26]4[N:27]=[N:28][N:29]([CH3:30])[C:25]=4[CH:24]=3)[CH2:17]2)[CH:15]=1)[CH2:6][CH:7]([CH3:9])[CH3:8])C.[OH-].[K+], predict the reaction product. The product is: [CH3:8][CH:7]([CH3:9])[CH2:6][CH:5]([C:10]1[CH:11]=[C:12]([C:33]2[CH:34]=[CH:35][C:36]([C:39]([F:41])([F:40])[F:42])=[CH:37][CH:38]=2)[CH:13]=[C:14]([CH:16]2[CH2:21][CH2:20][CH2:19][N:18]([CH2:22][C:23]3[CH:32]=[CH:31][C:26]4[N:27]=[N:28][N:29]([CH3:30])[C:25]=4[CH:24]=3)[CH2:17]2)[CH:15]=1)[C:4]([OH:43])=[O:3]. (2) The product is: [C:5]([C:19]1[C:10]([Cl:9])=[C:11]2[C:16](=[C:17]([Cl:20])[CH:18]=1)[S:15][CH2:14][CH2:13][C:12]2([CH3:22])[CH3:21])(=[O:7])[CH3:6]. Given the reactants [Cl-].[Al+3].[Cl-].[Cl-].[C:5](Cl)(=[O:7])[CH3:6].[Cl:9][C:10]1[CH:19]=[CH:18][C:17]([Cl:20])=[C:16]2[C:11]=1[C:12]([CH3:22])([CH3:21])[CH2:13][CH2:14][S:15]2, predict the reaction product. (3) Given the reactants [CH2:1]1[O:9][C:8]2[CH:7]=[CH:6][C:5]([C:10]3[C:18]4[C:13](=[CH:14][CH:15]=[CH:16][CH:17]=4)[C:12](=O)[C:11]=3[C:20]([O:22]CC)=[O:21])=[CH:4][C:3]=2[O:2]1, predict the reaction product. The product is: [CH3:1][O:2][C:3]1[CH:4]=[CH:5][C:6]([CH:12]2[C:13]3[C:18](=[CH:17][CH:16]=[CH:15][CH:14]=3)[CH:10]([C:5]3[CH:6]=[CH:7][C:8]4[O:9][CH2:1][O:2][C:3]=4[CH:4]=3)[CH:11]2[C:20]([OH:22])=[O:21])=[CH:7][CH:8]=1. (4) Given the reactants C(OC([N:8]1[CH2:12][C@@H:11]([CH2:13][N:14]([CH:31]([CH3:33])[CH3:32])[C:15](=[O:30])[C:16]2[CH:21]=[CH:20][C:19]([O:22][CH3:23])=[C:18]([O:24][CH2:25][CH2:26][CH2:27][O:28][CH3:29])[CH:17]=2)[C@H:10]([OH:34])[CH2:9]1)=O)(C)(C)C.BrC[C:37]1[C:46]2[C:41](=[CH:42][CH:43]=[CH:44][CH:45]=2)[CH:40]=[CH:39][CH:38]=1.[CH3:47]C#N.O, predict the reaction product. The product is: [CH:31]([N:14]([CH2:13][C@H:11]1[C@H:10]([O:34][CH2:47][C:39]2[CH:38]=[CH:37][C:46]3[C:41](=[CH:42][CH:43]=[CH:44][CH:45]=3)[CH:40]=2)[CH2:9][NH:8][CH2:12]1)[C:15](=[O:30])[C:16]1[CH:21]=[CH:20][C:19]([O:22][CH3:23])=[C:18]([O:24][CH2:25][CH2:26][CH2:27][O:28][CH3:29])[CH:17]=1)([CH3:32])[CH3:33]. (5) The product is: [CH2:19]([O:18][C:16](=[O:17])[CH:15]([CH2:21][C:22]1[CH:23]=[CH:24][CH:25]=[CH:26][CH:27]=1)[CH2:14][NH:35][CH2:34][C:33]1[CH:36]=[CH:37][C:30]([F:29])=[CH:31][CH:32]=1)[CH3:20]. Given the reactants [H-].C([Al+]CC(C)C)C(C)C.C(O[C:14](=O)[CH:15]([CH2:21][C:22]1[CH:27]=[CH:26][CH:25]=[CH:24][CH:23]=1)[C:16]([O:18][CH2:19][CH3:20])=[O:17])C.[F:29][C:30]1[CH:37]=[CH:36][C:33]([CH2:34][NH2:35])=[CH:32][CH:31]=1.C([BH3-])#N.[Na+], predict the reaction product. (6) The product is: [CH2:21]([N:8]1[C:9](=[O:20])[C:10]2[C@@H:11]3[C:16]([CH3:17])([CH3:18])[C@@:14]([CH3:19])([CH2:13][CH2:12]3)[C:15]=2[N:7]1[C:1]1[CH:2]=[CH:3][CH:4]=[CH:5][CH:6]=1)[C:22]1[CH:27]=[CH:26][CH:25]=[CH:24][CH:23]=1. Given the reactants [C:1]1([N:7]2[C:15]3[C@@:14]4([CH3:19])[C:16]([CH3:18])([CH3:17])[C@H:11]([CH2:12][CH2:13]4)[C:10]=3[C:9](=[O:20])[NH:8]2)[CH:6]=[CH:5][CH:4]=[CH:3][CH:2]=1.[CH2:21](Br)[C:22]1[CH:27]=[CH:26][CH:25]=[CH:24][CH:23]=1, predict the reaction product. (7) Given the reactants C(N(C(C)C)CC)(C)C.C1(N[S:17]([C:20]([F:23])([F:22])[F:21])(=[O:19])=[O:18])C=CC=CC=1.[CH3:24][O:25][C:26](=[O:41])[C:27]([NH:30][C:31]([C:33]1[C:38]([OH:39])=[CH:37][C:36]([OH:40])=[CH:35][N:34]=1)=[O:32])([CH3:29])[CH3:28], predict the reaction product. The product is: [CH3:24][O:25][C:26](=[O:41])[C:27]([NH:30][C:31]([C:33]1[C:38]([OH:39])=[CH:37][C:36]([O:40][S:17]([C:20]([F:21])([F:22])[F:23])(=[O:18])=[O:19])=[CH:35][N:34]=1)=[O:32])([CH3:29])[CH3:28].